Task: Predict the product of the given reaction.. Dataset: Forward reaction prediction with 1.9M reactions from USPTO patents (1976-2016) (1) Given the reactants [Cl-].[In+3].[Cl-].[Cl-].FC(F)(F)C(O)=O.[Cl:12][C:13]1[CH:18]=[CH:17][C:16]([C:19]([CH:22]2[CH2:24][CH:23]2[C:25]#[N:26])(O)[CH3:20])=[CH:15][CH:14]=1.[F:27][C:28]1[CH:29]=[C:30]2[C:34](=[C:35]([CH2:37][S:38][CH3:39])[CH:36]=1)[NH:33][CH:32]=[CH:31]2, predict the reaction product. The product is: [Cl:12][C:13]1[CH:18]=[CH:17][C:16]([C:19]([CH:22]2[CH2:24][CH:23]2[C:25]#[N:26])([C:31]2[C:30]3[C:34](=[C:35]([CH2:37][S:38][CH3:39])[CH:36]=[C:28]([F:27])[CH:29]=3)[NH:33][CH:32]=2)[CH3:20])=[CH:15][CH:14]=1. (2) Given the reactants NC1N=C([C@@H](NC(=O)CC2[C:10]3[C:11](=[CH:12][CH:13]=[C:14]([F:16])[CH:15]=3)NC=2)C[C:10]2[CH:15]=[C:14]([F:16])[CH:13]=[C:12](F)[CH:11]=2)C([C:11]2[CH:12]=[CH:13][C:14]([F:16])=[C:15]([CH:10]=2)C(N)=O)=CC=1.[NH2:42][C:43]1[N:48]=[C:47]([CH:49]([NH:59][C:60](=[O:72])[CH2:61][C:62]2[C:70]3[C:65](=[CH:66][CH:67]=[C:68]([F:71])[CH:69]=3)[NH:64][CH:63]=2)[CH2:50][C:51]2[CH:56]=[C:55]([F:57])[CH:54]=[C:53]([F:58])[CH:52]=2)[C:46](Br)=[CH:45][CH:44]=1.FC1C=C(B(O)O)C=CC=1, predict the reaction product. The product is: [NH2:42][C:43]1[N:48]=[C:47]([CH:49]([NH:59][C:60](=[O:72])[CH2:61][C:62]2[C:70]3[C:65](=[CH:66][CH:67]=[C:68]([F:71])[CH:69]=3)[NH:64][CH:63]=2)[CH2:50][C:51]2[CH:56]=[C:55]([F:57])[CH:54]=[C:53]([F:58])[CH:52]=2)[C:46]([C:12]2[CH:11]=[CH:10][CH:15]=[C:14]([F:16])[CH:13]=2)=[CH:45][CH:44]=1.